This data is from Forward reaction prediction with 1.9M reactions from USPTO patents (1976-2016). The task is: Predict the product of the given reaction. (1) Given the reactants C([O:8][C:9](=[O:31])[CH2:10][C@H:11]([NH:23][C:24]([O:26][C:27]([CH3:30])([CH3:29])[CH3:28])=[O:25])[CH2:12][N:13]1[C:18](=[O:19])[CH2:17][CH2:16][C:15]([F:21])([F:20])[C:14]1=[O:22])C1C=CC=CC=1.[H][H], predict the reaction product. The product is: [C:27]([O:26][C:24]([NH:23][C@H:11]([CH2:12][N:13]1[C:18](=[O:19])[CH2:17][CH2:16][C:15]([F:20])([F:21])[C:14]1=[O:22])[CH2:10][C:9]([OH:31])=[O:8])=[O:25])([CH3:30])([CH3:28])[CH3:29]. (2) Given the reactants [NH:1]1[CH2:6][CH2:5][CH2:4][CH2:3][CH2:2]1.C(=O)([O-])[O-].[Na+].[Na+].[I-].[Na+].[Cl:15][CH2:16][CH2:17][CH2:18][C:19]([C:21]1[CH:26]=[CH:25][C:24]([F:27])=[CH:23][CH:22]=1)=[O:20], predict the reaction product. The product is: [ClH:15].[F:27][C:24]1[CH:23]=[CH:22][C:21]([C:19](=[O:20])[CH2:18][CH2:17][CH2:16][N:1]2[CH2:6][CH2:5][CH2:4][CH2:3][CH2:2]2)=[CH:26][CH:25]=1. (3) Given the reactants [CH:1]([N:4]1[C:12]2[C:7](=[CH:8][CH:9]=[CH:10][CH:11]=2)[CH:6]=[CH:5]1)([CH3:3])[CH3:2].[C:13](Cl)(=[O:17])[C:14](Cl)=[O:15].[NH2:19][CH:20]1[CH2:25][CH2:24][N:23]([C:26]([O:28][C:29]([CH3:32])([CH3:31])[CH3:30])=[O:27])[CH2:22][CH2:21]1.C(N([CH2:38][CH3:39])CC)C.[CH2:40](Cl)Cl, predict the reaction product. The product is: [C:29]([O:28][C:26]([N:23]1[CH2:24][CH2:25][CH:20]([NH:19][C:13](=[O:17])[C:14]([C:6]2[C:7]3[C:12](=[CH:11][CH:10]=[CH:9][CH:8]=3)[N:4]([CH:1]([CH3:3])[CH3:2])[CH:5]=2)=[O:15])[CH2:21][CH2:22]1)=[O:27])([CH3:32])([CH3:30])[CH3:31].[CH2:26]([N:23]1[CH2:22][CH2:21][CH:20]([NH:19][C:13](=[O:17])[C:14]([C:6]2[C:7]3[C:12](=[CH:11][CH:10]=[CH:9][CH:8]=3)[N:4]([CH:1]([CH3:3])[CH3:2])[CH:5]=2)=[O:15])[CH2:25][CH2:24]1)[CH2:40][CH2:38][CH3:39]. (4) The product is: [OH:16][N:15]=[C:14]([Cl:17])[C@H:5]1[C@H:4]([CH2:3][O:2][CH3:1])[O:8][C:7]2([CH2:13][CH2:12][CH2:11][CH2:10][CH2:9]2)[O:6]1. Given the reactants [CH3:1][O:2][CH2:3][CH:4]1[O:8][C:7]2([CH2:13][CH2:12][CH2:11][CH2:10][CH2:9]2)[O:6][CH:5]1[CH:14]=[N:15][OH:16].[Cl:17]N1C(=O)CCC1=O, predict the reaction product. (5) Given the reactants [CH3:1][C@@H:2]1[CH2:6][CH2:5][CH2:4][N:3]1[CH2:7][CH2:8][C:9]1[CH:14]=[CH:13][C:12]([C:15]2[CH:16]=[C:17]3[C:21](=[CH:22][CH:23]=2)[CH2:20][NH:19][CH2:18]3)=[CH:11][CH:10]=1.[CH3:24][O:25][CH2:26][C:27](Cl)=[O:28], predict the reaction product. The product is: [CH3:24][O:25][CH2:26][C:27]([N:19]1[CH2:18][C:17]2[C:21](=[CH:22][CH:23]=[C:15]([C:12]3[CH:11]=[CH:10][C:9]([CH2:8][CH2:7][N:3]4[CH2:4][CH2:5][CH2:6][C@H:2]4[CH3:1])=[CH:14][CH:13]=3)[CH:16]=2)[CH2:20]1)=[O:28]. (6) Given the reactants [Cl:1][C:2]1[N:7]=[N:6][C:5]([NH:8]S(CC2C=CC(F)=C(F)C=2)(=O)=O)=[C:4]([OH:21])[CH:3]=1.[Cl:22][C:23]1[CH:24]=[C:25]([CH2:31][S:32](Cl)(=[O:34])=[O:33])[CH:26]=[C:27]([C:29]#[N:30])[CH:28]=1.FC1C=C(CS(Cl)(=O)=O)C=CC=1F.ClC1N=NC(N)=C(OC)C=1, predict the reaction product. The product is: [Cl:1][C:2]1[N:7]=[N:6][C:5]([NH:8][S:32]([CH2:31][C:25]2[CH:26]=[C:27]([C:29]#[N:30])[CH:28]=[C:23]([Cl:22])[CH:24]=2)(=[O:34])=[O:33])=[C:4]([OH:21])[CH:3]=1. (7) Given the reactants C([Li])CCC.C(NC(C)C)(C)C.[CH:13]1([C:17]([O:19][CH2:20][CH3:21])=[O:18])[CH2:16][CH2:15][CH2:14]1.Cl[Si:23]([CH3:26])([CH3:25])[CH3:24], predict the reaction product. The product is: [C:13]1(=[C:17]([O:19][CH2:20][CH3:21])[O:18][Si:23]([CH3:26])([CH3:25])[CH3:24])[CH2:16][CH2:15][CH2:14]1.